Dataset: Reaction yield outcomes from USPTO patents with 853,638 reactions. Task: Predict the reaction yield, written as a fraction of the theoretical maximum amount of product (1.0 means a 100% yield; for example, 0.34 means a 34% yield). (1) The reactants are C(=O)([O-])[O-].[Cs+].[Cs+].[NH:7]1[CH:11]=[C:10](/[CH:12]=[CH:13]/[C:14]([O:16][CH2:17][CH3:18])=[O:15])[CH:9]=[N:8]1.Br[CH2:20]/[CH:21]=[CH:22]/[C:23]1[CH:28]=[CH:27][CH:26]=[CH:25][CH:24]=1. The catalyst is C(#N)C. The product is [CH2:20]([N:7]1[CH:11]=[C:10](/[CH:12]=[CH:13]/[C:14]([O:16][CH2:17][CH3:18])=[O:15])[CH:9]=[N:8]1)[CH:21]=[CH:22][C:23]1[CH:28]=[CH:27][CH:26]=[CH:25][CH:24]=1. The yield is 0.760. (2) The reactants are [N+:1]([C:4]1[CH:9]=[CH:8][C:7](F)=[CH:6][CH:5]=1)([O-:3])=[O:2].[CH3:11][O:12][C:13]1[CH:14]=[C:15]2[C:19](=[CH:20][C:21]=1[O:22][CH3:23])[NH:18][CH2:17][CH2:16]2.C(=O)([O-])O.[Na+]. The catalyst is CS(C)=O. The product is [CH3:11][O:12][C:13]1[CH:14]=[C:15]2[C:19](=[CH:20][C:21]=1[O:22][CH3:23])[N:18]([C:7]1[CH:8]=[CH:9][C:4]([N+:1]([O-:3])=[O:2])=[CH:5][CH:6]=1)[CH2:17][CH2:16]2. The yield is 0.656. (3) The reactants are [CH3:1][O:2][C:3](=[O:23])[NH:4][CH2:5][C@H:6]([CH2:11][C:12](=[O:22])[NH:13][C@H](C1C=CC=CC=1)C)[CH2:7][CH:8]([CH3:10])[CH3:9].O1CCCC1.N.[Na]. The catalyst is O. The product is [CH3:1][O:2][C:3](=[O:23])[NH:4][CH2:5][C@H:6]([CH2:11][C:12](=[O:22])[NH2:13])[CH2:7][CH:8]([CH3:9])[CH3:10]. The yield is 0.600. (4) The reactants are [NH2:1][C@@H:2]1[CH2:7][CH2:6][CH2:5][CH2:4][C@H:3]1[NH:8][C:9](=[O:15])[O:10][C:11]([CH3:14])([CH3:13])[CH3:12].C(N(C(C)C)CC)(C)C.[C:25](Cl)(=[O:28])[CH:26]=[CH2:27]. The catalyst is ClCCl. The product is [C:25]([NH:1][C@@H:2]1[CH2:7][CH2:6][CH2:5][CH2:4][C@H:3]1[NH:8][C:9](=[O:15])[O:10][C:11]([CH3:12])([CH3:14])[CH3:13])(=[O:28])[CH:26]=[CH2:27]. The yield is 0.530. (5) The reactants are [OH:1][C:2]1[CH:3]=[C:4]2[C:9](=[CH:10][CH:11]=1)[CH:8]=[C:7]([C:12]1([NH:20][C:21](=[O:27])[O:22][C:23]([CH3:26])([CH3:25])[CH3:24])[CH2:17][O:16][C:15]([CH3:19])([CH3:18])[O:14][CH2:13]1)[CH:6]=[CH:5]2.[F:28][C:29]([F:40])([F:39])[C:30]1[CH:31]=[C:32](B(O)O)[CH:33]=[CH:34][CH:35]=1.C(Cl)Cl. The catalyst is C(N(CC)CC)C. The product is [CH3:18][C:15]1([CH3:19])[O:16][CH2:17][C:12]([NH:20][C:21](=[O:27])[O:22][C:23]([CH3:26])([CH3:25])[CH3:24])([C:7]2[CH:6]=[CH:5][C:4]3[C:9](=[CH:10][CH:11]=[C:2]([O:1][C:34]4[CH:33]=[CH:32][CH:31]=[C:30]([C:29]([F:40])([F:39])[F:28])[CH:35]=4)[CH:3]=3)[CH:8]=2)[CH2:13][O:14]1. The yield is 0.620. (6) The reactants are [C:1]([N:5]=[C:6]=[O:7])([CH3:4])([CH3:3])[CH3:2].[C:8]([C:12]1[CH:19]=[CH:18][C:15]([CH2:16][NH2:17])=[CH:14][CH:13]=1)([CH3:11])([CH3:10])[CH3:9].Cl[C:21](Cl)([C:25]([O-])=[O:26])[C:22]([O-])=[O:23]. The catalyst is ClCCl. The product is [CH3:2][C:1]([N:5]1[C:22](=[O:23])[CH2:21][C:25](=[O:26])[N:17]([CH2:16][C:15]2[CH:14]=[CH:13][C:12]([C:8]([CH3:11])([CH3:9])[CH3:10])=[CH:19][CH:18]=2)[C:6]1=[O:7])([CH3:4])[CH3:3]. The yield is 0.790. (7) The reactants are [OH:1][CH2:2][C:3]1[CH:4]=[C:5]([NH:9][C:10](=[O:12])[CH3:11])[CH:6]=[CH:7][CH:8]=1. The catalyst is C1(C)C=CC=CC=1.O=[Mn]=O. The product is [CH:2]([C:3]1[CH:4]=[C:5]([NH:9][C:10](=[O:12])[CH3:11])[CH:6]=[CH:7][CH:8]=1)=[O:1]. The yield is 0.750. (8) The reactants are C[O:2][C:3](=O)[C:4]1[CH:9]=[CH:8][C:7]([CH2:10][O:11][CH2:12][CH2:13][O:14][Si:15]([C:18]([CH3:21])([CH3:20])[CH3:19])([CH3:17])[CH3:16])=[CH:6][CH:5]=1.[H-].[H-].[H-].[H-].[Li+].[Al+3]. The catalyst is C1COCC1.O. The product is [Si:15]([O:14][CH2:13][CH2:12][O:11][CH2:10][C:7]1[CH:8]=[CH:9][C:4]([CH2:3][OH:2])=[CH:5][CH:6]=1)([C:18]([CH3:21])([CH3:20])[CH3:19])([CH3:17])[CH3:16]. The yield is 0.910. (9) The reactants are [Cl:1][C:2]([Cl:34])([Cl:33])[CH2:3][O:4][C:5](=[O:32])[NH:6][C:7]1[N:8]([C:16]2[CH:21]=[CH:20][CH:19]=[C:18]([O:22][CH2:23][CH2:24][O:25]C3CCCCO3)[CH:17]=2)[N:9]=[C:10]([C:12]([CH3:15])([CH3:14])[CH3:13])[CH:11]=1.C1(C)C=CC(S([O-])(=O)=O)=CC=1.[NH+]1C=CC=CC=1. The catalyst is CO. The product is [Cl:33][C:2]([Cl:1])([Cl:34])[CH2:3][O:4][C:5](=[O:32])[NH:6][C:7]1[N:8]([C:16]2[CH:21]=[CH:20][CH:19]=[C:18]([O:22][CH2:23][CH2:24][OH:25])[CH:17]=2)[N:9]=[C:10]([C:12]([CH3:15])([CH3:14])[CH3:13])[CH:11]=1. The yield is 0.990.